Task: Binary Classification. Given a T-cell receptor sequence (or CDR3 region) and an epitope sequence, predict whether binding occurs between them.. Dataset: TCR-epitope binding with 47,182 pairs between 192 epitopes and 23,139 TCRs (1) The epitope is HTTDPSFLGRY. The TCR CDR3 sequence is CASSSEKVDEQYF. Result: 1 (the TCR binds to the epitope). (2) Result: 1 (the TCR binds to the epitope). The TCR CDR3 sequence is CASSFSGFEQFF. The epitope is YIFFASFYY.